Predict which catalyst facilitates the given reaction. From a dataset of Catalyst prediction with 721,799 reactions and 888 catalyst types from USPTO. (1) Reactant: [N:1]([C:4]1[CH:14]=[CH:13][C:7]([C:8]([NH:10][CH2:11][CH3:12])=[O:9])=[CH:6][C:5]=1[O:15][CH2:16][CH3:17])=[N+:2]=[N-:3].[C:18]([O:22][CH2:23][CH3:24])(=[O:21])[C:19]#[CH:20]. Product: [CH2:16]([O:15][C:5]1[CH:6]=[C:7]([C:8]([NH:10][CH2:11][CH3:12])=[O:9])[CH:13]=[CH:14][C:4]=1[N:1]1[CH:20]=[C:19]([C:18]([O:22][CH2:23][CH3:24])=[O:21])[N:3]=[N:2]1)[CH3:17]. The catalyst class is: 11. (2) Reactant: [CH2:1]([Li])[CH2:2][CH2:3][CH3:4].[F:6][C:7]1[CH:14]=[CH:13][CH:12]=[CH:11]C=1C=O.[O:15]1[CH2:19][CH2:18][CH2:17][CH2:16]1. Product: [F:6][C:7]1[CH:14]=[CH:13][CH:12]=[CH:11][C:16]=1[C:17]1[CH:4]=[CH:3][CH:2]=[CH:1][C:18]=1[CH2:19][OH:15]. The catalyst class is: 81. (3) The catalyst class is: 12. Reactant: [CH3:1][O:2][C:3]1[N:8]=[CH:7][C:6]([C:9]2[C:22](=[O:23])[NH:21][C:12]3[N:13]=[C:14](S(C)=O)[N:15]=[C:16]([CH3:17])[C:11]=3[CH:10]=2)=[CH:5][CH:4]=1.[CH3:24][NH2:25]. Product: [CH3:1][O:2][C:3]1[N:8]=[CH:7][C:6]([C:9]2[C:22](=[O:23])[NH:21][C:12]3[N:13]=[C:14]([NH:25][CH3:24])[N:15]=[C:16]([CH3:17])[C:11]=3[CH:10]=2)=[CH:5][CH:4]=1. (4) Reactant: [Cl:1][C:2]1[CH:3]=[N:4][CH:5]=[C:6]([Cl:28])[C:7]=1[NH:8][C:9]1[N:13]([CH3:14])[C:12]2[C:15]3[CH2:16][C:17]([CH3:27])([CH3:26])[O:18][C:19]=3[C:20]([C:22]([O:24]C)=O)=[CH:21][C:11]=2[N:10]=1.[F:29][C:30]([F:39])([F:38])[C:31]1[CH:37]=[CH:36][C:34]([NH2:35])=[CH:33][CH:32]=1.C[Al](C)C. Product: [Cl:28][C:6]1[CH:5]=[N:4][CH:3]=[C:2]([Cl:1])[C:7]=1[NH:8][C:9]1[N:13]([CH3:14])[C:12]2[C:15]3[CH2:16][C:17]([CH3:27])([CH3:26])[O:18][C:19]=3[C:20]([C:22]([NH:35][C:34]3[CH:36]=[CH:37][C:31]([C:30]([F:29])([F:38])[F:39])=[CH:32][CH:33]=3)=[O:24])=[CH:21][C:11]=2[N:10]=1. The catalyst class is: 11. (5) Reactant: Cl.[NH2:2][C:3]1[C:4]([OH:19])=[C:5]([C:10]2[CH:15]=[CH:14][CH:13]=[C:12]([C:16]([OH:18])=[O:17])[CH:11]=2)[CH:6]=[C:7]([CH3:9])[CH:8]=1.[N:20]([O-])=O.[Na+].[CH2:24]([CH:26]1[C:34]2[C:29](=[CH:30][CH:31]=[C:32]([N:35]3[C:39](=[O:40])[CH2:38][C:37]([CH3:41])=[N:36]3)[CH:33]=2)[CH2:28][CH2:27]1)[CH3:25].C(=O)(O)[O-].[Na+]. Product: [CH2:24]([CH:26]1[C:34]2[C:29](=[CH:30][CH:31]=[C:32]([N:35]3[C:39](=[O:40])[C:38](=[N:20][NH:2][C:3]4[C:4]([OH:19])=[C:5]([C:10]5[CH:15]=[CH:14][CH:13]=[C:12]([C:16]([OH:18])=[O:17])[CH:11]=5)[CH:6]=[C:7]([CH3:9])[CH:8]=4)[C:37]([CH3:41])=[N:36]3)[CH:33]=2)[CH2:28][CH2:27]1)[CH3:25]. The catalyst class is: 502. (6) Reactant: N[C:2]1[C:3]([C:14]2[C:15]([Cl:34])=[C:16]([NH:21][C:22](=[O:33])[C:23]3[CH:28]=[CH:27][CH:26]=[C:25]([C:29]([F:32])([F:31])[F:30])[CH:24]=3)[CH:17]=[CH:18][C:19]=2[Cl:20])=[CH:4][C:5]2[CH:10]=[N:9][C:8]([S:11][CH3:12])=[N:7][C:6]=2[N:13]=1.N([O-])=[O:36].[Na+]. Product: [Cl:34][C:15]1[C:14]([C:3]2[C:2](=[O:36])[NH:13][C:6]3[N:7]=[C:8]([S:11][CH3:12])[N:9]=[CH:10][C:5]=3[CH:4]=2)=[C:19]([Cl:20])[CH:18]=[CH:17][C:16]=1[NH:21][C:22](=[O:33])[C:23]1[CH:28]=[CH:27][CH:26]=[C:25]([C:29]([F:30])([F:31])[F:32])[CH:24]=1. The catalyst class is: 67. (7) The catalyst class is: 34. Product: [OH:58][C:39]12[C:50]3[C:55](=[CH:54][CH:53]=[CH:52][CH:51]=3)[C:56](=[O:57])[C:38]1([NH:37][C:12]([C:10]1[NH:9][N:8]=[C:7]([C:1]3[CH:2]=[CH:3][CH:4]=[CH:5][CH:6]=3)[CH:11]=1)=[O:14])[C:42]1[CH:43]=[CH:44][C:45]([CH:47]([CH3:49])[CH3:48])=[CH:46][C:41]=1[O:40]2. Reactant: [C:1]1([C:7]2[CH:11]=[C:10]([C:12]([OH:14])=O)[NH:9][N:8]=2)[CH:6]=[CH:5][CH:4]=[CH:3][CH:2]=1.C1C=CC2N(O)N=NC=2C=1.CCN=C=NCCCN(C)C.Cl.[NH2:37][C:38]12[C:56](=[O:57])[C:55]3[C:50](=[CH:51][CH:52]=[CH:53][CH:54]=3)[C:39]1([OH:58])[O:40][C:41]1[CH:46]=[C:45]([CH:47]([CH3:49])[CH3:48])[CH:44]=[CH:43][C:42]=12. (8) Reactant: [O:1]1[CH2:6][CH2:5][O:4][CH2:3][CH:2]1[CH2:7][OH:8].C(O)(=[O:11])C.C(O)(=O)C.IC1C=CC=CC=1. Product: [O:1]1[CH2:6][CH2:5][O:4][CH2:3][CH:2]1[C:7]([OH:11])=[O:8]. The catalyst class is: 744. (9) Reactant: C[N:2]([CH:4]=[C:5]1[C:18](=O)[C:10]2[NH:11][C:12]3[C:17]([C:9]=2[CH2:8][CH2:7][CH2:6]1)=[CH:16][CH:15]=[CH:14][CH:13]=3)C.O.[NH2:21]N.C(O)C. Product: [NH:21]1[C:18]2[C:10]3[NH:11][C:12]4[C:17]([C:9]=3[CH2:8][CH2:7][CH2:6][C:5]=2[CH:4]=[N:2]1)=[CH:16][CH:15]=[CH:14][CH:13]=4. The catalyst class is: 6. (10) Reactant: Cl.[C:2]1(=[O:12])[C:6]2([CH2:11][CH2:10][NH:9][CH2:8][CH2:7]2)[CH2:5][CH2:4][NH:3]1.C(N(CC)CC)C.[F:20][C:21]([F:33])([F:32])[C:22]1[CH:27]=[CH:26][C:25]([S:28](Cl)(=[O:30])=[O:29])=[CH:24][CH:23]=1. Product: [F:33][C:21]([F:20])([F:32])[C:22]1[CH:23]=[CH:24][C:25]([S:28]([N:9]2[CH2:10][CH2:11][C:6]3([C:2](=[O:12])[NH:3][CH2:4][CH2:5]3)[CH2:7][CH2:8]2)(=[O:30])=[O:29])=[CH:26][CH:27]=1. The catalyst class is: 4.